Dataset: Full USPTO retrosynthesis dataset with 1.9M reactions from patents (1976-2016). Task: Predict the reactants needed to synthesize the given product. Given the product [CH3:25][O:24][C:11]1[CH:12]=[C:13]([C:20]([F:21])([F:22])[F:23])[CH:14]=[C:15]([C:16]([F:19])([F:18])[F:17])[C:10]=1[C:9]([NH:8][C@@H:3]1[CH2:4][CH2:5][CH2:6][CH2:7][C@@H:2]1[N:1]1[CH2:32][CH2:31][CH2:30][CH:29]1[CH3:28])=[O:26], predict the reactants needed to synthesize it. The reactants are: [NH2:1][C@H:2]1[CH2:7][CH2:6][CH2:5][CH2:4][C@H:3]1[NH:8][C:9](=[O:26])[C:10]1[C:15]([C:16]([F:19])([F:18])[F:17])=[CH:14][C:13]([C:20]([F:23])([F:22])[F:21])=[CH:12][C:11]=1[O:24][CH3:25].Br[CH2:28][CH2:29][CH2:30][CH:31](Br)[CH3:32].